This data is from Reaction yield outcomes from USPTO patents with 853,638 reactions. The task is: Predict the reaction yield, written as a fraction of the theoretical maximum amount of product (1.0 means a 100% yield; for example, 0.34 means a 34% yield). (1) The reactants are [Cl:1][CH2:2][N:3]1[CH:7]=[C:6]([C:8]2[CH:13]=[CH:12][CH:11]=[CH:10][CH:9]=2)[N:5]=[N:4]1.[O:14](C)[S:15]([C:18]([F:21])([F:20])[F:19])(=[O:17])=[O:16]. The catalyst is C(#N)C. The product is [O-:17][S:15]([C:18]([F:21])([F:20])[F:19])(=[O:16])=[O:14].[Cl:1][CH2:2][N:3]1[CH:7]=[C:6]([C:8]2[CH:9]=[CH:10][CH:11]=[CH:12][CH:13]=2)[N+:5]([CH3:18])=[N:4]1. The yield is 0.990. (2) The reactants are [CH3:1][O:2][CH:3]1[CH2:6][N:5]([C:7]([N:9]2[CH2:14][CH:13]([C:15]3[CH:20]=[CH:19][C:18]([C:21]([F:24])([F:23])[F:22])=[CH:17][CH:16]=3)[CH2:12][CH:11]([C:25](O)=[O:26])[CH2:10]2)=[O:8])[CH2:4]1.O[N:29]=[C:30]([NH2:32])[CH3:31]. No catalyst specified. The product is [CH3:1][O:2][CH:3]1[CH2:6][N:5]([C:7]([N:9]2[CH2:14][CH:13]([C:15]3[CH:20]=[CH:19][C:18]([C:21]([F:24])([F:23])[F:22])=[CH:17][CH:16]=3)[CH2:12][CH:11]([C:25]3[O:26][N:32]=[C:30]([CH3:31])[N:29]=3)[CH2:10]2)=[O:8])[CH2:4]1. The yield is 0.500. (3) The reactants are [OH:1][C:2]1([CH2:30][C:31]([O:33]C)=O)[C:10]2[C:5](=[CH:6][CH:7]=[CH:8][CH:9]=2)[N:4]([CH:11]2[CH2:16][CH2:15][N:14]([CH2:17][C:18]3[C:27]4[C:22](=[CH:23][CH:24]=[CH:25][C:26]=4[CH3:28])[CH:21]=[CH:20][CH:19]=3)[CH2:13][CH2:12]2)[C:3]1=[O:29].[CH3:35][NH2:36].C(O)C. No catalyst specified. The product is [OH:1][C:2]1([CH2:30][C:31]([NH:36][CH3:35])=[O:33])[C:10]2[C:5](=[CH:6][CH:7]=[CH:8][CH:9]=2)[N:4]([CH:11]2[CH2:16][CH2:15][N:14]([CH2:17][C:18]3[C:27]4[C:22](=[CH:23][CH:24]=[CH:25][C:26]=4[CH3:28])[CH:21]=[CH:20][CH:19]=3)[CH2:13][CH2:12]2)[C:3]1=[O:29]. The yield is 0.440. (4) The reactants are COC1C=CC(C[NH:8][C:9]2[CH:18]=[CH:17][C:16]3[C:11](=[CH:12][C:13]([C:23]([F:26])([F:25])[F:24])=[CH:14][C:15]=3[C:19]([F:22])([F:21])[F:20])[N:10]=2)=CC=1. The catalyst is C(O)(C(F)(F)F)=O. The product is [F:22][C:19]([F:20])([F:21])[C:15]1[CH:14]=[C:13]([C:23]([F:25])([F:26])[F:24])[CH:12]=[C:11]2[C:16]=1[CH:17]=[CH:18][C:9]([NH2:8])=[N:10]2. The yield is 1.00. (5) The reactants are [CH3:1][O:2][C:3]1[CH:4]=[C:5]([CH:11]=[CH:12][C:13]=1[O:14][CH2:15][CH:16]1[CH2:21][CH2:20][N:19]([CH3:22])[CH2:18][CH2:17]1)[C:6]([O:8][CH2:9][CH3:10])=[O:7].C(O)(C(F)(F)F)=O.[N+:30]([O-])([OH:32])=[O:31]. The catalyst is C(Cl)Cl. The product is [CH3:1][O:2][C:3]1[CH:4]=[C:5]([C:11]([N+:30]([O-:32])=[O:31])=[CH:12][C:13]=1[O:14][CH2:15][CH:16]1[CH2:17][CH2:18][N:19]([CH3:22])[CH2:20][CH2:21]1)[C:6]([O:8][CH2:9][CH3:10])=[O:7]. The yield is 0.820. (6) The reactants are [CH2:1]([N:3]1[C:11]2[C:6](=[CH:7][CH:8]=[C:9]([O:12][CH3:13])[CH:10]=2)[C:5]([C:14]#[N:15])=[C:4]1[C:16]1[CH:17]=[CH:18][C:19]2[O:24][CH2:23][C:22](=[O:25])[NH:21][C:20]=2[CH:26]=1)[CH3:2].[H-].[Na+].[CH3:29]I. The catalyst is C1COCC1. The yield is 0.760. The product is [CH2:1]([N:3]1[C:11]2[C:6](=[CH:7][CH:8]=[C:9]([O:12][CH3:13])[CH:10]=2)[C:5]([C:14]#[N:15])=[C:4]1[C:16]1[CH:17]=[CH:18][C:19]2[O:24][CH2:23][C:22](=[O:25])[N:21]([CH3:29])[C:20]=2[CH:26]=1)[CH3:2]. (7) The reactants are [NH2:1][C:2]1[C:11]2[C:6](=[C:7](I)[CH:8]=[CH:9][CH:10]=2)[N:5]=[N:4][C:3]=1[C:13]([NH:15][CH2:16][CH2:17][CH3:18])=[O:14].C([Sn](CCCC)(CCCC)[C:24]1[CH:29]=[N:28][CH:27]=[CH:26][N:25]=1)CCC. No catalyst specified. The product is [NH2:1][C:2]1[C:11]2[C:6](=[C:7]([C:24]3[CH:29]=[N:28][CH:27]=[CH:26][N:25]=3)[CH:8]=[CH:9][CH:10]=2)[N:5]=[N:4][C:3]=1[C:13]([NH:15][CH2:16][CH2:17][CH3:18])=[O:14]. The yield is 0.450. (8) The reactants are [CH3:1][O:2][C:3]1[N:8]=[C:7](Cl)[N:6]=[C:5]([Cl:10])[N:4]=1.CC(N)COCC(OCC(OCC(N)C)C)C.C(=O)([O-])[O-].[Na+].[Na+]. The catalyst is CC(C)=O.O1CCOCC1.O. The product is [Cl:10][C:5]1[N:4]=[C:3]([O:2][CH3:1])[N:8]=[CH:7][N:6]=1. The yield is 0.840.